Predict the product of the given reaction. From a dataset of Forward reaction prediction with 1.9M reactions from USPTO patents (1976-2016). (1) Given the reactants [Cl:1][C:2]1[N:3]=[N:4][C:5](Cl)=[CH:6][CH:7]=1.[OH:9][C:10]1[CH:17]=[CH:16][C:13]([CH:14]=[O:15])=[CH:12][CH:11]=1.C(=O)([O-])[O-].[K+].[K+].CN(C)C=O, predict the reaction product. The product is: [Cl:1][C:2]1[N:3]=[N:4][C:5]([O:9][C:10]2[CH:17]=[CH:16][C:13]([CH:14]=[O:15])=[CH:12][CH:11]=2)=[CH:6][CH:7]=1. (2) Given the reactants Cl[C:2]1[CH:7]=[C:6]([O:8][CH3:9])[N:5]=[C:4]([S:10][CH3:11])[N:3]=1.[N:12]1[CH:17]=[CH:16][C:15](B(O)O)=[CH:14][CH:13]=1.C([O-])([O-])=O.[Cs+].[Cs+], predict the reaction product. The product is: [CH3:9][O:8][C:6]1[CH:7]=[C:2]([C:15]2[CH:16]=[CH:17][N:12]=[CH:13][CH:14]=2)[N:3]=[C:4]([S:10][CH3:11])[N:5]=1. (3) Given the reactants Br[CH2:2][CH2:3][C:4]1[C:12]2[C:7](=[CH:8][C:9]([Cl:14])=[C:10]([CH3:13])[CH:11]=2)[NH:6][C:5]=1[Si:15]([CH2:20][CH3:21])([CH2:18][CH3:19])[CH2:16][CH3:17].[N-:22]=[N+:23]=[N-:24].[Na+], predict the reaction product. The product is: [N:22]([CH2:2][CH2:3][C:4]1[C:12]2[C:7](=[CH:8][C:9]([Cl:14])=[C:10]([CH3:13])[CH:11]=2)[NH:6][C:5]=1[Si:15]([CH2:20][CH3:21])([CH2:18][CH3:19])[CH2:16][CH3:17])=[N+:23]=[N-:24]. (4) Given the reactants [CH2:1]([N:8]([CH2:13][C:14]1[CH:19]=[CH:18][CH:17]=[CH:16][CH:15]=1)[C:9](=[O:12])[CH:10]=[CH2:11])[C:2]1[CH:7]=[CH:6][CH:5]=[CH:4][CH:3]=1.CO[CH2:22][N:23]([C@@H:29]([CH3:36])[C:30]1[CH:35]=[CH:34][CH:33]=[CH:32][CH:31]=1)[CH2:24][Si](C)(C)C.FC(F)(F)C(O)=O, predict the reaction product. The product is: [CH2:13]([N:8]([CH2:1][C:2]1[CH:7]=[CH:6][CH:5]=[CH:4][CH:3]=1)[C:9]([CH:10]1[CH2:11][CH2:22][N:23]([C@H:29]([C:30]2[CH:31]=[CH:32][CH:33]=[CH:34][CH:35]=2)[CH3:36])[CH2:24]1)=[O:12])[C:14]1[CH:15]=[CH:16][CH:17]=[CH:18][CH:19]=1. (5) Given the reactants O1CCCC1.[NH2:6][C:7]1[CH:8]=[C:9]2[C:14](=[CH:15][CH:16]=1)[CH2:13][N:12]([C:17]([O:19][C:20]([CH3:23])([CH3:22])[CH3:21])=[O:18])[CH2:11][CH2:10]2.[CH2:24]([O:26][C:27]1[CH:32]=[CH:31][CH:30]=[CH:29][C:28]=1[N:33]=[C:34]=[O:35])[CH3:25], predict the reaction product. The product is: [C:20]([O:19][C:17]([N:12]1[CH2:11][CH2:10][C:9]2[C:14](=[CH:15][CH:16]=[C:7]([NH:6][C:34]([NH:33][C:28]3[CH:29]=[CH:30][CH:31]=[CH:32][C:27]=3[O:26][CH2:24][CH3:25])=[O:35])[CH:8]=2)[CH2:13]1)=[O:18])([CH3:23])([CH3:22])[CH3:21]. (6) Given the reactants C[O:2][C:3]1[CH:4]=[C:5](CCC[C:6]2[CH:5]=[CH:4][C:3]([OH:2])=[CH:8][C:7]=2[OH:9])[CH:6]=[C:7]([O:9]C)[CH:8]=1.C[O:23][C:24]1[C:31]([CH3:32])=[C:30]([O:33]C)[CH:29]=[CH:28][C:25]=1[CH:26]=O.[OH:35][C:36]1C=C(CCCC2C=CC(O)=CC=2O)C=C(O)[CH:41]=1, predict the reaction product. The product is: [OH:23][C:24]1[C:31]([CH3:32])=[C:30]([OH:33])[CH:29]=[CH:28][C:25]=1[CH:26]([C:4]1[CH:5]=[CH:6][C:7]([OH:9])=[CH:8][C:3]=1[OH:2])[CH2:41][CH:36]=[O:35]. (7) Given the reactants [N+:1]([C:4]1[CH:9]=[C:8]([S:10]([C:13]([F:16])([F:15])[F:14])(=[O:12])=[O:11])[CH:7]=[CH:6][C:5]=1[OH:17])([O-])=O.C(O)(=O)C, predict the reaction product. The product is: [NH2:1][C:4]1[CH:9]=[C:8]([S:10]([C:13]([F:16])([F:14])[F:15])(=[O:12])=[O:11])[CH:7]=[CH:6][C:5]=1[OH:17].